This data is from Full USPTO retrosynthesis dataset with 1.9M reactions from patents (1976-2016). The task is: Predict the reactants needed to synthesize the given product. (1) Given the product [C:1]([O:9][C@H:10]1[CH2:29][C@H:28]2[C@:23]([CH3:31])([CH2:24][CH2:25][C:26](=[O:30])[CH2:27]2)[C@@H:22]2[C@@H:11]1[C@H:12]1[C@:19]([CH3:33])([CH2:20][C@H:21]2[O:32][C:34](=[O:41])[C:35]2[CH:40]=[CH:39][CH:38]=[CH:37][CH:36]=2)[C@@H:15]([C:16](=[O:18])[CH3:17])[CH2:14][CH2:13]1)(=[O:8])[C:2]1[CH:3]=[CH:4][CH:5]=[CH:6][CH:7]=1, predict the reactants needed to synthesize it. The reactants are: [C:1]([O:9][C@H:10]1[CH2:29][C@H:28]2[C@:23]([CH3:31])([CH2:24][CH2:25][C:26](=[O:30])[CH2:27]2)[C@@H:22]2[C@@H:11]1[C@H:12]1[C@:19]([CH3:33])([CH2:20][C@H:21]2[OH:32])[C@@H:15]([C:16](=[O:18])[CH3:17])[CH2:14][CH2:13]1)(=[O:8])[C:2]1[CH:7]=[CH:6][CH:5]=[CH:4][CH:3]=1.[C:34](Cl)(=[O:41])[C:35]1[CH:40]=[CH:39][CH:38]=[CH:37][CH:36]=1.C(OCC)(=O)C.C([O-])(O)=O.[Na+]. (2) Given the product [CH2:18]([O:20][C:21](=[O:24])[CH2:22][NH:23][CH2:13][C:12]1[CH:15]=[CH:16][C:9]([O:8][CH2:1][C:2]2[CH:7]=[CH:6][CH:5]=[CH:4][CH:3]=2)=[CH:10][CH:11]=1)[CH3:19], predict the reactants needed to synthesize it. The reactants are: [CH2:1]([O:8][C:9]1[CH:16]=[CH:15][C:12]([CH:13]=O)=[CH:11][CH:10]=1)[C:2]1[CH:7]=[CH:6][CH:5]=[CH:4][CH:3]=1.Cl.[CH2:18]([O:20][C:21](=[O:24])[CH2:22][NH2:23])[CH3:19].C(N(CC)CC)C.C(O[BH-](OC(=O)C)OC(=O)C)(=O)C.[Na+]. (3) Given the product [Cl:1][C:2]1[CH:7]=[CH:6][C:5]([C:8]2[CH:9]=[C:10]([NH:19][C:20](=[O:27])[C:21]3[CH:26]=[CH:25][CH:24]=[CH:23][CH:22]=3)[CH:11]=[N:12][C:13]=2[O:14][CH2:15][CH:16]2[CH2:18][CH2:17]2)=[CH:4][CH:3]=1, predict the reactants needed to synthesize it. The reactants are: [Cl:1][C:2]1[CH:7]=[CH:6][C:5]([C:8]2[CH:9]=[C:10]([NH2:19])[CH:11]=[N:12][C:13]=2[O:14][CH2:15][CH:16]2[CH2:18][CH2:17]2)=[CH:4][CH:3]=1.[C:20](O)(=[O:27])[C:21]1[CH:26]=[CH:25][CH:24]=[CH:23][CH:22]=1.